From a dataset of Full USPTO retrosynthesis dataset with 1.9M reactions from patents (1976-2016). Predict the reactants needed to synthesize the given product. (1) Given the product [ClH:13].[Cl:13][CH2:2][C:3]1[N:4]=[CH:5][N:6]([CH2:8][CH2:9][CH3:10])[CH:7]=1, predict the reactants needed to synthesize it. The reactants are: O[CH2:2][C:3]1[N:4]=[CH:5][N:6]([CH2:8][CH2:9][CH3:10])[CH:7]=1.S(Cl)([Cl:13])=O. (2) Given the product [CH3:20][C:8]1[CH:7]=[C:6]([O:1][CH2:2][CH3:3])[C:19]2[C:10](=[C:11]3[C:16](=[CH:17][CH:18]=2)[CH:15]=[CH:14][CH:13]=[N:12]3)[N:9]=1, predict the reactants needed to synthesize it. The reactants are: [O-:1][CH2:2][CH3:3].[Na+].Cl[C:6]1[C:19]2[C:10](=[C:11]3[C:16](=[CH:17][CH:18]=2)[CH:15]=[CH:14][CH:13]=[N:12]3)[N:9]=[C:8]([CH3:20])[CH:7]=1. (3) Given the product [Br:41][CH2:28][C:26]([C:2]1[CH:7]=[C:6]([N:8]2[CH2:13][CH2:12][CH:11]([OH:14])[CH2:10][CH2:9]2)[C:5]([O:15][CH3:16])=[C:4]([C:17]([CH3:20])([CH3:19])[CH3:18])[CH:3]=1)=[O:27], predict the reactants needed to synthesize it. The reactants are: Br[C:2]1[CH:3]=[C:4]([C:17]([CH3:20])([CH3:19])[CH3:18])[C:5]([O:15][CH3:16])=[C:6]([N:8]2[CH2:13][CH2:12][CH:11]([OH:14])[CH2:10][CH2:9]2)[CH:7]=1.C([Sn](CCCC)(CCCC)[C:26]([O:28]CC)=[CH2:27])CCC.[F-].[Cs+].[Br:41]N1C(=O)CCC1=O. (4) Given the product [CH2:39]([N:38]([CH2:37][C:17]([CH2:18][NH:19][C:20]1[CH:28]=[CH:27][CH:26]=[C:25]2[C:21]=1[CH:22]=[N:23][N:24]2[C:29]1[CH:30]=[CH:31][C:32]([F:35])=[CH:33][CH:34]=1)([OH:36])[C:16]([F:42])([F:43])[F:15])[C:4](=[O:5])[C:3]1[C:7]([C:11]([F:14])([F:13])[F:12])=[CH:8][CH:9]=[CH:10][C:2]=1[F:1])[CH3:40], predict the reactants needed to synthesize it. The reactants are: [F:1][C:2]1[CH:10]=[CH:9][CH:8]=[C:7]([C:11]([F:14])([F:13])[F:12])[C:3]=1[C:4](Cl)=[O:5].[F:15][C:16]([F:43])([F:42])[C:17]([CH2:37][NH:38][CH2:39][CH2:40]C)([OH:36])[CH2:18][NH:19][C:20]1[CH:28]=[CH:27][CH:26]=[C:25]2[C:21]=1[CH:22]=[N:23][N:24]2[C:29]1[CH:34]=[CH:33][C:32]([F:35])=[CH:31][CH:30]=1. (5) Given the product [CH3:1][O:2][C:3]1[CH:4]=[CH:5][C:6]([CH:10]2[CH2:19][CH2:18][C:17]3[C:12](=[CH:13][CH:14]=[C:15]([O:20][CH3:21])[CH:16]=3)[CH2:11]2)=[C:7]([NH:9][C:22](=[O:24])[CH3:23])[CH:8]=1, predict the reactants needed to synthesize it. The reactants are: [CH3:1][O:2][C:3]1[CH:4]=[CH:5][C:6]([CH:10]2[CH2:19][CH2:18][C:17]3[C:12](=[CH:13][CH:14]=[C:15]([O:20][CH3:21])[CH:16]=3)[CH2:11]2)=[C:7]([NH2:9])[CH:8]=1.[C:22](OC(=O)C)(=[O:24])[CH3:23].C(=O)(O)[O-].[Na+]. (6) Given the product [NH2:1][C:4]1[CH:5]=[CH:6][C:7]2[O:11][C:10]([C:12]3[CH:13]=[CH:14][N:15]=[CH:16][CH:17]=3)=[N:9][C:8]=2[CH:18]=1, predict the reactants needed to synthesize it. The reactants are: [N+:1]([C:4]1[CH:5]=[CH:6][C:7]2[O:11][C:10]([C:12]3[CH:17]=[CH:16][N:15]=[CH:14][CH:13]=3)=[N:9][C:8]=2[CH:18]=1)([O-])=O. (7) Given the product [Br:20][CH2:14][C:13]1[N:9]([C:3]2[C:2]([Cl:1])=[CH:7][CH:6]=[CH:5][C:4]=2[Cl:8])[N:10]=[N:11][C:12]=1[CH:16]([CH3:18])[CH3:17], predict the reactants needed to synthesize it. The reactants are: [Cl:1][C:2]1[CH:7]=[CH:6][CH:5]=[C:4]([Cl:8])[C:3]=1[N:9]1[C:13]([CH2:14]O)=[C:12]([CH:16]([CH3:18])[CH3:17])[N:11]=[N:10]1.C(Br)(Br)(Br)[Br:20].C1(P(C2C=CC=CC=2)C2C=CC=CC=2)C=CC=CC=1. (8) Given the product [CH2:19]([N:1]1[CH2:6][CH2:5][CH:4]([NH:7][C:8]([C:10]2[CH:11]=[C:12]3[C:16](=[CH:17][CH:18]=2)[NH:15][N:14]=[CH:13]3)=[O:9])[CH2:3][CH2:2]1)[CH2:20][CH3:21], predict the reactants needed to synthesize it. The reactants are: [NH:1]1[CH2:6][CH2:5][CH:4]([NH:7][C:8]([C:10]2[CH:11]=[C:12]3[C:16](=[CH:17][CH:18]=2)[NH:15][N:14]=[CH:13]3)=[O:9])[CH2:3][CH2:2]1.[CH:19](=O)[CH2:20][CH3:21].C([BH3-])#N.[Na+].[OH-].[Na+]. (9) Given the product [N:2]1([C:7]2[N:12]=[C:11]([C:13]3[S:17][C:16]([NH2:18])=[N:15][C:14]=3[CH3:22])[CH:10]=[CH:9][CH:8]=2)[CH:6]=[CH:5][N:4]=[CH:3]1, predict the reactants needed to synthesize it. The reactants are: Cl.[N:2]1([C:7]2[N:12]=[C:11]([C:13]3[S:17][C:16]([NH:18]C(=O)C)=[N:15][C:14]=3[CH3:22])[CH:10]=[CH:9][CH:8]=2)[CH:6]=[CH:5][N:4]=[CH:3]1. (10) Given the product [Cl:8][C:6]1[CH:7]=[C:2]([CH2:19][C:18](=[O:20])[CH:17]([CH3:21])[CH3:16])[CH:3]=[C:4]([O:10][CH2:11][CH2:12][CH2:13][O:14][CH3:15])[C:5]=1[F:9], predict the reactants needed to synthesize it. The reactants are: Br[C:2]1[CH:3]=[C:4]([O:10][CH2:11][CH2:12][CH2:13][O:14][CH3:15])[C:5]([F:9])=[C:6]([Cl:8])[CH:7]=1.[CH3:16][CH:17]([CH3:21])[C:18](=[O:20])[CH3:19].CC(C)([O-])C.[Na+].